This data is from Full USPTO retrosynthesis dataset with 1.9M reactions from patents (1976-2016). The task is: Predict the reactants needed to synthesize the given product. (1) The reactants are: [Br:1][C:2]1[CH:3]=[C:4]2[C:9](=[C:10]([Br:12])[CH:11]=1)[NH:8][C:7](=[O:13])[C:6]([C:15]1[CH:20]=[CH:19][C:18]([O:21][CH3:22])=[C:17]([N+:23]([O-])=O)[CH:16]=1)([CH3:14])[C:5]2=[O:26]. Given the product [NH2:23][C:17]1[CH:16]=[C:15]([C:6]2([CH3:14])[C:5](=[O:26])[C:4]3[C:9](=[C:10]([Br:12])[CH:11]=[C:2]([Br:1])[CH:3]=3)[NH:8][C:7]2=[O:13])[CH:20]=[CH:19][C:18]=1[O:21][CH3:22], predict the reactants needed to synthesize it. (2) Given the product [O:43]=[C:38]1[CH:39]=[CH:40][C:41](=[O:42])[N:37]1[CH2:36][CH2:35][O:34][CH2:33][CH2:32][O:31][CH2:30][CH2:29][NH:28][C:11](=[O:13])[CH2:10][O:9][NH:8][C:6](=[O:7])[O:5][C:1]([CH3:2])([CH3:3])[CH3:4], predict the reactants needed to synthesize it. The reactants are: [C:1]([O:5][C:6]([NH:8][O:9][CH2:10][C:11]([OH:13])=O)=[O:7])([CH3:4])([CH3:3])[CH3:2].C(Cl)CCl.C1C=CC2N(O)N=NC=2C=1.[NH2:28][CH2:29][CH2:30][O:31][CH2:32][CH2:33][O:34][CH2:35][CH2:36][N:37]1[C:41](=[O:42])[CH:40]=[CH:39][C:38]1=[O:43]. (3) Given the product [CH2:1]([N:8]1[C@@H:13]2[CH2:14][CH2:15][C@@:9]1([C:26]1[CH:27]=[CH:28][C:29]([F:32])=[CH:30][CH:31]=1)[C@H:10]([OH:25])[CH2:11][CH2:12]2)[C:2]1[CH:3]=[CH:4][CH:5]=[CH:6][CH:7]=1, predict the reactants needed to synthesize it. The reactants are: [CH2:1]([N:8]1[C@@H:13]2[C@H:14](S(C3C=CC=CC=3)(=O)=O)[CH2:15][C@@:9]1([C:26]1[CH:31]=[CH:30][C:29]([F:32])=[CH:28][CH:27]=1)[C@H:10]([OH:25])[CH2:11][CH2:12]2)[C:2]1[CH:7]=[CH:6][CH:5]=[CH:4][CH:3]=1.[C-]1C2C(=CC=CC=2)C=CC=1.[Li+]. (4) Given the product [CH2:16]([O:18][C:19](=[O:22])[CH2:20][CH:5]([C:4](=[O:9])[CH3:3])[C:6](=[O:8])[CH3:7])[CH3:17], predict the reactants needed to synthesize it. The reactants are: [OH-].[K+].[CH3:3][C:4](=[O:9])[CH2:5][C:6](=[O:8])[CH3:7].O1CCOCC1.[CH2:16]([O:18][C:19](=[O:22])[CH2:20]Br)[CH3:17]. (5) Given the product [CH3:4][C:2]([Si:5]([CH3:46])([CH3:45])[O:6][C@H:7]([CH2:37][O:38][C:39]1[CH:40]=[CH:41][CH:42]=[CH:43][CH:44]=1)[CH2:8][NH:9][CH2:17][C@H:18]1[CH2:27][CH2:26][C:25]2[C:20](=[CH:21][CH:22]=[C:23]([C:28]3[CH:33]=[CH:32][N:31]=[C:30]([C:34]([NH2:36])=[O:35])[CH:29]=3)[CH:24]=2)[O:19]1)([CH3:1])[CH3:3], predict the reactants needed to synthesize it. The reactants are: [CH3:1][C:2]([Si:5]([CH3:46])([CH3:45])[O:6][C@H:7]([CH2:37][O:38][C:39]1[CH:44]=[CH:43][CH:42]=[CH:41][CH:40]=1)[CH2:8][N:9]([CH2:17][C@H:18]1[CH2:27][CH2:26][C:25]2[C:20](=[CH:21][CH:22]=[C:23]([C:28]3[CH:33]=[CH:32][N:31]=[C:30]([C:34]([NH2:36])=[O:35])[CH:29]=3)[CH:24]=2)[O:19]1)CC1C=CC=CC=1)([CH3:4])[CH3:3].C([O-])=O.[NH4+]. (6) Given the product [C:35]([NH:1][C@:2]([CH2:26][CH3:27])([CH2:5][CH2:6][C:7]1[CH:12]=[CH:11][C:10]([O:13][CH2:14][CH2:15][CH2:16][CH2:17][C:18]2[CH:19]=[CH:20][CH:21]=[CH:22][CH:23]=2)=[C:9]([O:24][CH3:25])[CH:8]=1)[CH2:3][OH:4])([O:37][C:38]([CH3:41])([CH3:40])[CH3:39])=[O:36], predict the reactants needed to synthesize it. The reactants are: [NH2:1][C@:2]([CH2:26][CH3:27])([CH2:5][CH2:6][C:7]1[CH:12]=[CH:11][C:10]([O:13][CH2:14][CH2:15][CH2:16][CH2:17][C:18]2[CH:23]=[CH:22][CH:21]=[CH:20][CH:19]=2)=[C:9]([O:24][CH3:25])[CH:8]=1)[CH2:3][OH:4].C(N(CC)CC)C.[C:35](O[C:35]([O:37][C:38]([CH3:41])([CH3:40])[CH3:39])=[O:36])([O:37][C:38]([CH3:41])([CH3:40])[CH3:39])=[O:36].C1COCC1. (7) Given the product [OH:16][C@@H:13]1[CH2:14][CH2:15][N:11]([C:6]([C:5]2[CH:9]=[CH:10][C:2]([I:1])=[CH:3][CH:4]=2)=[O:7])[CH2:12]1, predict the reactants needed to synthesize it. The reactants are: [I:1][C:2]1[CH:10]=[CH:9][C:5]([C:6](Cl)=[O:7])=[CH:4][CH:3]=1.[NH:11]1[CH2:15][CH2:14][C@@H:13]([OH:16])[CH2:12]1.[NH4+].[Cl-].